This data is from Reaction yield outcomes from USPTO patents with 853,638 reactions. The task is: Predict the reaction yield, written as a fraction of the theoretical maximum amount of product (1.0 means a 100% yield; for example, 0.34 means a 34% yield). The reactants are Cl[C:2]1[N:7]2[C:8]3[CH:14]=[CH:13][CH:12]=[N:11][C:9]=3[N:10]=[C:6]2[C:5]([C:15]#[N:16])=[C:4]([CH3:17])[C:3]=1[C:18]1[CH:23]=[CH:22][CH:21]=[CH:20][CH:19]=1.[OH:24][CH:25]1[CH2:29][CH2:28][NH:27][CH2:26]1.C(N(CC)CC)C. The catalyst is CN(C)C=O. The product is [OH:24][CH:25]1[CH2:29][CH2:28][N:27]([C:2]2[N:7]3[C:8]4[CH:14]=[CH:13][CH:12]=[N:11][C:9]=4[N:10]=[C:6]3[C:5]([C:15]#[N:16])=[C:4]([CH3:17])[C:3]=2[C:18]2[CH:23]=[CH:22][CH:21]=[CH:20][CH:19]=2)[CH2:26]1. The yield is 0.310.